From a dataset of Forward reaction prediction with 1.9M reactions from USPTO patents (1976-2016). Predict the product of the given reaction. (1) Given the reactants [CH3:1][CH2:2][CH2:3][NH:4][C@@H:5]1[CH2:14][C:9]2[S:10][C:11]([NH2:13])=[N:12][C:8]=2[CH2:7][CH2:6]1.[ClH:15], predict the reaction product. The product is: [CH3:1][CH2:2][CH2:3][NH:4][C@@H:5]1[CH2:14][C:9]2[S:10][C:11]([NH2:13])=[N:12][C:8]=2[CH2:7][CH2:6]1.[ClH:15]. (2) Given the reactants [CH3:1][O:2][C:3]([C:5]1[C:13]2[CH:12]=[C:11](C=O)[O:10][C:9]=2[C:8]([O:16][CH:17]2[CH2:21][CH2:20][CH2:19][CH2:18]2)=[CH:7][CH:6]=1)=[O:4].[C:22](O)(=O)[CH2:23][C:24]([OH:26])=[O:25].N1CCCCC1.Cl, predict the reaction product. The product is: [CH:17]1([O:16][C:8]2[C:9]3[O:10][C:11](/[CH:22]=[CH:23]\[C:24]([OH:26])=[O:25])=[CH:12][C:13]=3[C:5]([C:3]([O:2][CH3:1])=[O:4])=[CH:6][CH:7]=2)[CH2:18][CH2:19][CH2:20][CH2:21]1. (3) Given the reactants [Cl:1][C:2]1[CH:7]=[CH:6][C:5]([CH:8]([NH:15]C(=O)OC(C)(C)C)[CH2:9][CH2:10][NH:11][C:12]([NH2:14])=[O:13])=[CH:4][CH:3]=1, predict the reaction product. The product is: [NH2:15][CH:8]([C:5]1[CH:4]=[CH:3][C:2]([Cl:1])=[CH:7][CH:6]=1)[CH2:9][CH2:10][NH:11][C:12]([NH2:14])=[O:13]. (4) Given the reactants C(OC(=O)C)(=O)C.[N+:8]([CH2:11][CH:12]([C:14]1[CH:15]=[N:16][C:17]([C:20]([F:23])([F:22])[F:21])=[CH:18][CH:19]=1)O)([O-:10])=[O:9].C([O-])(O)=O.[Na+], predict the reaction product. The product is: [N+:8](/[CH:11]=[CH:12]/[C:14]1[CH:19]=[CH:18][C:17]([C:20]([F:23])([F:21])[F:22])=[N:16][CH:15]=1)([O-:10])=[O:9]. (5) Given the reactants [NH2:1][C:2]1[C:3]2[C:10]([CH3:11])=[CH:9][N:8]([C@@H:12]3[O:16][C@H:15]([CH2:17][OH:18])[C@@H:14]([Si:19]([C:22]([CH3:25])([CH3:24])[CH3:23])([CH3:21])[CH3:20])[CH2:13]3)[C:4]=2[N:5]=[CH:6][N:7]=1, predict the reaction product. The product is: [NH2:1][C:2]1[C:3]2[C:10]([CH3:11])=[CH:9][N:8]([C@@H:12]3[O:16][C@H:15]([CH:17]=[O:18])[C@@H:14]([Si:19]([C:22]([CH3:25])([CH3:24])[CH3:23])([CH3:21])[CH3:20])[CH2:13]3)[C:4]=2[N:5]=[CH:6][N:7]=1. (6) Given the reactants [Br:1][C:2]1[CH:3]=[C:4]([C:15]([O:17]C)=[O:16])[C:5]2[C:6]([CH3:14])=[CH:7][N:8]([CH:11]([CH3:13])[CH3:12])[C:9]=2[CH:10]=1.[OH-].[Na+].O, predict the reaction product. The product is: [Br:1][C:2]1[CH:3]=[C:4]([C:15]([OH:17])=[O:16])[C:5]2[C:6]([CH3:14])=[CH:7][N:8]([CH:11]([CH3:13])[CH3:12])[C:9]=2[CH:10]=1.